This data is from Forward reaction prediction with 1.9M reactions from USPTO patents (1976-2016). The task is: Predict the product of the given reaction. (1) The product is: [C:11]1([C:8]2([C:5]3[NH:4][C:3](=[S:17])[C:2]([NH:1][C:34]([C:30]4[CH:31]=[C:32]5[C:27](=[CH:28][CH:29]=4)[CH2:26][N:25]([C:23]([O:22][C:18]([CH3:21])([CH3:20])[CH3:19])=[O:24])[CH2:33]5)=[O:35])=[CH:7][CH:6]=3)[CH2:10][CH2:9]2)[CH:16]=[CH:15][CH:14]=[CH:13][CH:12]=1. Given the reactants [NH2:1][C:2]1[C:3](=[S:17])[NH:4][C:5]([C:8]2([C:11]3[CH:16]=[CH:15][CH:14]=[CH:13][CH:12]=3)[CH2:10][CH2:9]2)=[CH:6][CH:7]=1.[C:18]([O:22][C:23]([N:25]1[CH2:33][C:32]2[C:27](=[CH:28][CH:29]=[C:30]([C:34](O)=[O:35])[CH:31]=2)[CH2:26]1)=[O:24])([CH3:21])([CH3:20])[CH3:19].O.N1(O)C2C=CC=CC=2N=N1.Cl.C(N=C=NCCCN(C)C)C, predict the reaction product. (2) The product is: [CH2:28]([N:14]1[CH2:15][CH2:16][CH:11]([C:7]2[C:6]([F:17])=[C:5]([C:3](=[O:4])[C:2]([F:1])([F:18])[F:19])[CH:10]=[CH:9][CH:8]=2)[CH2:12][CH2:13]1)[CH:27]=[CH2:26]. Given the reactants [F:1][C:2]([F:19])([F:18])[C:3]([C:5]1[CH:10]=[CH:9][CH:8]=[C:7]([CH:11]2[CH2:16][CH2:15][NH:14][CH2:13][CH2:12]2)[C:6]=1[F:17])=[O:4].C(=O)([O-])[O-].[K+].[K+].[CH2:26](Br)[CH:27]=[CH2:28], predict the reaction product. (3) Given the reactants C(S([O-])(=O)=O)(F)(F)F.C(S([O-])(=O)=O)(F)(F)F.C(S([O-])(=O)=O)(F)(F)F.[Yb+3].[CH3:26][C:27]1[O:31][N:30]=[C:29]([C:32]2[CH:37]=[CH:36][C:35]([NH2:38])=[CH:34][CH:33]=2)[N:28]=1.[CH3:39][O:40][C:41]1[C:49]2[O:48][CH2:47][CH2:46][C:45]=2[CH:44]=[C:43]([CH:50]=O)[CH:42]=1.C[Si]([C:56]#[N:57])(C)C, predict the reaction product. The product is: [CH3:39][O:40][C:41]1[C:49]2[O:48][CH2:47][CH2:46][C:45]=2[CH:44]=[C:43]([CH:50]([NH:38][C:35]2[CH:36]=[CH:37][C:32]([C:29]3[N:28]=[C:27]([CH3:26])[O:31][N:30]=3)=[CH:33][CH:34]=2)[C:56]#[N:57])[CH:42]=1. (4) Given the reactants [NH2:1][CH2:2][C:3]1[CH:4]=[C:5]([NH:12][C:13](=[O:16])[O:14][CH3:15])[CH:6]=[C:7]([C:9]([CH3:11])=[CH2:10])[CH:8]=1, predict the reaction product. The product is: [NH2:1][CH2:2][C:3]1[CH:4]=[C:5]([NH:12][C:13](=[O:16])[O:14][CH3:15])[CH:6]=[C:7]([CH:9]([CH3:11])[CH3:10])[CH:8]=1.